Task: Predict the reactants needed to synthesize the given product.. Dataset: Retrosynthesis with 50K atom-mapped reactions and 10 reaction types from USPTO (1) Given the product C[C@@H]1CC(=O)O[C@@H]1c1ccc(OCCCBr)cc1, predict the reactants needed to synthesize it. The reactants are: CC1=CC(=O)OC1c1ccc(OCCCBr)cc1. (2) The reactants are: COc1cc(Nc2nc3c(s2)CCCC3=O)ccc1-n1cnc(C)n1.[Mg+]c1ccccc1. Given the product COc1cc(Nc2nc3c(s2)CCCC3(O)c2ccccc2)ccc1-n1cnc(C)n1, predict the reactants needed to synthesize it. (3) Given the product CCS(=O)(=O)c1ccc(CCl)cc1, predict the reactants needed to synthesize it. The reactants are: CCS(=O)(=O)c1ccc(CO)cc1.ClC(Cl)(Cl)Cl. (4) Given the product COc1ccc(S(=O)(=O)N(C)c2cc(OC)c(OC)c(OC)c2)cc1N, predict the reactants needed to synthesize it. The reactants are: COc1ccc(S(=O)(=O)N(C)c2cc(OC)c(OC)c(OC)c2)cc1[N+](=O)[O-]. (5) The reactants are: BrCC1Cc2cc(OCc3ccccc3)ccc2O1.Cc1ccc(CC2(O)CCNCC2)cc1. Given the product Cc1ccc(CC2(O)CCN(CC3Cc4cc(OCc5ccccc5)ccc4O3)CC2)cc1, predict the reactants needed to synthesize it. (6) Given the product COC1(c2cc(F)cc(Sc3cnc4c(c3)OCC(=O)N4C)c2)CCOCC1, predict the reactants needed to synthesize it. The reactants are: CN1C(=O)COc2cc(Br)cnc21.COC1(c2cc(F)cc(S)c2)CCOCC1. (7) Given the product CCOC(=O)c1c[nH]nc1NC(=O)Nc1ccccc1, predict the reactants needed to synthesize it. The reactants are: CCOC(=O)c1cn(C(=O)OC(C)(C)C)nc1NC(=O)Nc1ccccc1. (8) Given the product CC(C)NC(=O)Nc1ccc2[nH]cc(C3CCN(C)CC3)c2c1, predict the reactants needed to synthesize it. The reactants are: CC(C)N=C=O.CN1CCC(c2c[nH]c3ccc(N)cc23)CC1. (9) Given the product Nc1ccc(-c2ccncc2)c2ccccc12, predict the reactants needed to synthesize it. The reactants are: Nc1ccc(Br)c2ccccc12.OB(O)c1ccncc1. (10) Given the product Cc1nc2cc(NC(=O)c3cc4cc(F)ncc4n3Cc3cccc(F)c3)ccc2s1, predict the reactants needed to synthesize it. The reactants are: CCOC(=O)c1cc2cc(F)ncc2n1Cc1cccc(F)c1.Cc1nc2cc(N)ccc2s1.